From a dataset of Full USPTO retrosynthesis dataset with 1.9M reactions from patents (1976-2016). Predict the reactants needed to synthesize the given product. (1) Given the product [Br:20][CH2:28][C:27]#[C:26][CH2:25][CH2:24][Si:23]([CH3:31])([CH3:30])[CH3:22], predict the reactants needed to synthesize it. The reactants are: C1C=CC(P(C2C=CC=CC=2)C2C=CC=CC=2)=CC=1.[Br:20]Br.[CH3:22][Si:23]([CH3:31])([CH3:30])[CH2:24][CH2:25][C:26]#[C:27][CH2:28]O. (2) Given the product [Cl:1][C:2]1[C:3]([N:13]2[CH2:18][CH2:17][N:16]([C:31]([NH:30][C:22]3[CH:23]=[C:24]([C:26]([F:27])([F:29])[F:28])[CH:25]=[C:20]([F:19])[CH:21]=3)=[O:32])[CH2:15][CH2:14]2)=[N:4][CH:5]=[C:6]([CH:12]=1)[C:7]([O:9][CH2:10][CH3:11])=[O:8], predict the reactants needed to synthesize it. The reactants are: [Cl:1][C:2]1[C:3]([N:13]2[CH2:18][CH2:17][NH:16][CH2:15][CH2:14]2)=[N:4][CH:5]=[C:6]([CH:12]=1)[C:7]([O:9][CH2:10][CH3:11])=[O:8].[F:19][C:20]1[CH:25]=[C:24]([C:26]([F:29])([F:28])[F:27])[CH:23]=[C:22]([N:30]=[C:31]=[O:32])[CH:21]=1. (3) The reactants are: [C:1]([O:5][C:6](=[O:24])[CH2:7][C:8](=[O:23])[CH2:9][CH2:10][C:11]1[CH:16]=[CH:15][C:14]([C:17]2[CH:22]=[CH:21][CH:20]=[CH:19][CH:18]=2)=[CH:13][CH:12]=1)([CH3:4])([CH3:3])[CH3:2].[H-].[Na+].Br[CH2:28][CH2:29][O:30][Si:31]([C:34]([CH3:37])([CH3:36])[CH3:35])([CH3:33])[CH3:32]. Given the product [C:14]1([C:17]2[CH:18]=[CH:19][CH:20]=[CH:21][CH:22]=2)[CH:13]=[CH:12][C:11]([CH2:10][CH2:9][C:8](=[O:23])[CH:7]([CH2:28][CH2:29][O:30][Si:31]([C:34]([CH3:37])([CH3:36])[CH3:35])([CH3:33])[CH3:32])[C:6]([O:5][C:1]([CH3:4])([CH3:2])[CH3:3])=[O:24])=[CH:16][CH:15]=1, predict the reactants needed to synthesize it. (4) Given the product [CH2:1]([CH2:3][NH2:4])[OH:2].[C:5]([O-:24])(=[O:23])[CH2:6][CH2:7][CH2:8][CH2:9][CH2:10][CH2:11][CH2:12][CH2:13][CH2:14][CH2:15][CH2:16][CH2:17][CH2:18][CH2:19][CH2:20][CH2:21][CH3:22].[Na+:25].[C:26](=[O:27])([O-:29])[O-:28].[K+:30].[K+:30].[C:32](=[O:33])([O-:35])[O-:34].[Na+:25].[Na+:25], predict the reactants needed to synthesize it. The reactants are: [CH2:1]([CH2:3][NH2:4])[OH:2].[C:5]([O-:24])(=[O:23])[CH2:6][CH2:7][CH2:8][CH2:9][CH2:10][CH2:11][CH2:12][CH2:13][CH2:14][CH2:15][CH2:16][CH2:17][CH2:18][CH2:19][CH2:20][CH2:21][CH3:22].[Na+:25].[C:26](=[O:29])([O-:28])[O-:27].[K+:30].[K+].[C:32](=[O:35])([O-:34])[O-:33].[Na+].[Na+]. (5) Given the product [CH3:1][CH2:2][CH2:3][CH2:4][CH2:5][CH2:6][CH2:7][CH2:8][CH2:9][CH2:10][CH2:11][CH2:12][CH2:13][N+:14]([CH2:17][C:18]1[CH:19]=[CH:20][CH:21]=[CH:22][CH:23]=1)([CH3:16])[CH3:15].[CH:29]1[C:30]([NH2:31])=[CH:25][CH:26]=[C:27]([S:32]([NH:35][C:36]2[S:40][CH:39]=[CH:38][N:37]=2)(=[O:34])=[O:33])[CH:28]=1, predict the reactants needed to synthesize it. The reactants are: [CH3:1][CH2:2][CH2:3][CH2:4][CH2:5][CH2:6][CH2:7][CH2:8][CH2:9][CH2:10][CH2:11][CH2:12][CH2:13][N+:14]([CH2:17][C:18]1[CH:19]=[CH:20][CH:21]=[CH:22][CH:23]=1)([CH3:16])[CH3:15].[Cl-].[CH:25]1[C:30]([NH2:31])=[CH:29][CH:28]=[C:27]([S:32]([N-:35][C:36]2[S:40][CH:39]=[CH:38][N:37]=2)(=[O:34])=[O:33])[CH:26]=1.[Na+].C(Cl)(Cl)Cl.CCCCCCCCCCCCC[N+](CC1C=CC=CC=1)(C)C. (6) Given the product [CH3:34][O:33][C:28]1[CH:29]=[CH:30][CH:31]=[CH:32][C:27]=1[CH2:26][CH2:25][C:23]1[CH:22]=[CH:21][N:20]=[C:19]([NH:18][C:16]([NH2:15])=[O:17])[CH:24]=1, predict the reactants needed to synthesize it. The reactants are: C(=O)([O-])[O-].[K+].[K+].C([NH:15][C:16]([NH:18][C:19]1[CH:24]=[C:23]([CH2:25][CH2:26][C:27]2[CH:32]=[CH:31][CH:30]=[CH:29][C:28]=2[O:33][CH3:34])[CH:22]=[CH:21][N:20]=1)=[O:17])(=O)C1C=CC=CC=1.Cl. (7) Given the product [CH2:1]([O:3][C:4]([C:6]1[CH:7]=[N:8][C:9]2[C:14]([CH:15]=1)=[CH:13][CH:12]=[C:11]([NH:16][C:17]([C:18]1[C:19]([C:42]3[CH:43]=[CH:44][C:39]([C:35]([CH3:38])([CH3:37])[CH3:36])=[CH:40][CH:41]=3)=[CH:20][CH:21]=[CH:22][CH:23]=1)=[O:25])[CH:10]=2)=[O:5])[CH3:2], predict the reactants needed to synthesize it. The reactants are: [CH2:1]([O:3][C:4]([C:6]1[CH:7]=[N:8][C:9]2[C:14]([CH:15]=1)=[CH:13][CH:12]=[C:11]([NH:16][C:17](=[O:25])[C:18]1[CH:23]=[CH:22][CH:21]=[CH:20][C:19]=1Br)[CH:10]=2)=[O:5])[CH3:2].C(=O)([O-])[O-].[K+].[K+].ClCCl.[C:35]([C:39]1[CH:44]=[CH:43][C:42](B(O)O)=[CH:41][CH:40]=1)([CH3:38])([CH3:37])[CH3:36]. (8) Given the product [Cl:20][C:18]1[CH:17]=[C:16]([S:21]([NH:1][C:2]2[S:3][CH:4]=[C:5]([CH2:7][C:8]([O:10][CH2:11][CH3:12])=[O:9])[N:6]=2)(=[O:22])=[O:23])[CH:15]=[C:14]([Cl:13])[CH:19]=1, predict the reactants needed to synthesize it. The reactants are: [NH2:1][C:2]1[S:3][CH:4]=[C:5]([CH2:7][C:8]([O:10][CH2:11][CH3:12])=[O:9])[N:6]=1.[Cl:13][C:14]1[CH:15]=[C:16]([S:21](Cl)(=[O:23])=[O:22])[CH:17]=[C:18]([Cl:20])[CH:19]=1. (9) Given the product [C:38]([N:40]1[CH2:44][CH2:43][C:42]2([CH2:45][N:46]([C:2]3[N:3]=[C:4]([NH:13][C:14]4[CH:19]=[CH:18][C:17]([N:20]5[CH2:21][CH2:22][CH:23]([N:26]6[CH2:31][CH2:30][N:29]([CH3:32])[CH2:28][CH2:27]6)[CH2:24][CH2:25]5)=[CH:16][CH:15]=4)[C:5]([C:10]([NH2:12])=[O:11])=[N:6][C:7]=3[CH2:8][CH3:9])[CH2:47][CH2:48]2)[CH2:41]1)(=[O:39])[CH:49]=[CH2:50], predict the reactants needed to synthesize it. The reactants are: Cl[C:2]1[N:3]=[C:4]([NH:13][C:14]2[CH:19]=[CH:18][C:17]([N:20]3[CH2:25][CH2:24][CH:23]([N:26]4[CH2:31][CH2:30][N:29]([CH3:32])[CH2:28][CH2:27]4)[CH2:22][CH2:21]3)=[CH:16][CH:15]=2)[C:5]([C:10]([NH2:12])=[O:11])=[N:6][C:7]=1[CH2:8][CH3:9].C(O[C:38]([N:40]1[CH2:44][CH2:43][C:42]2([CH2:48][CH2:47][NH:46][CH2:45]2)[CH2:41]1)=[O:39])(C)(C)C.[CH:49](N(C(C)C)CC)(C)[CH3:50].[N-]=C=O.